Dataset: Experimentally validated miRNA-target interactions with 360,000+ pairs, plus equal number of negative samples. Task: Binary Classification. Given a miRNA mature sequence and a target amino acid sequence, predict their likelihood of interaction. (1) The miRNA is hsa-miR-3613-3p with sequence ACAAAAAAAAAAGCCCAACCCUUC. The protein sequence of the target gene is MKDPSRSSTSPSIINDDVIINGHSHEEDNPFAEYMWMENEEEFNRQIEEELWEEEFIERCFQEMLEEEEEHEWFIPARDLPQTMDQIQDQFNDLVISDGSSLEDLVVKSNLNPNAKEFVPGVKY. Result: 0 (no interaction). (2) The miRNA is hsa-miR-4731-5p with sequence UGCUGGGGGCCACAUGAGUGUG. The protein sequence of the target gene is MSDDARDTIANGVGEDAAEMPNSDSPAEDAAEVQCGPATTSNEPAPDDHMEEQPEITAMCAESTPPGILDQSKASAADETPLNGEVTEDTLVECVDSVSLEGDTGSEIPLKEQDDAAVDPSSQAGRWAGWGSWGKSLLSSASATVGHGLTAVKEKAGATLRIHSANSASPEGAPTDAENGISGNVTPDQDPARGPHTPPPPGAAGSRGMLSALTNVVQNTGKSVLTGGLDALEFIGKKTMIVLAESDPGFKRTKTLMERTVSLSQMLREAKEKEKQRLAQQLTVERTAHYGMLFDEYQGL.... Result: 0 (no interaction). (3) The miRNA is hsa-miR-301b-3p with sequence CAGUGCAAUGAUAUUGUCAAAGC. The protein sequence of the target gene is MNRVNDPLIFIRDIKPGLKNLNVVFIVLEIGRVTKTKDGHEVRSCKVADKTGSITISVWDEIGGLIQPGDIIRLTRGYASMWKGCLTLYTGRGGELQKIGEFCMVYSEVPNFSEPNPDYRGQQNKGAQSEQKNNSMNSNMGTGTFGPVGNGVHTGPESREHQFSHAGRSNGRGLINPQLQGTASNQTVMTTISNGRDPRRAFKR. Result: 1 (interaction). (4) The miRNA is hsa-miR-378a-5p with sequence CUCCUGACUCCAGGUCCUGUGU. The protein sequence of the target gene is MASTNAESQLQRIIRDLQDAVTELSKEFQEAGEPITDDSTSLHKFSYKLEYLLQFDQKEKATLLGNKKDYWDYFCACLAKVKGANDGIRFVKSISELRTSLGKGRAFIRYSLVHQRLADTLQQCFMNTKVTSDWYYARSPFLQPKLSSDIVGQLYELTEVQFDLASRGFDLDAAWPTFARRTLTTGSSAYLWKPPSRSSSMSSLVSSYLQTQEMVSNFDLNSPLNNEALEGFDEMRLELDQLEVREKQLRERMQQLDRENQELRAAVSQQGEQLQTERERGRTAAEDNVRLTCLVAELQK.... Result: 1 (interaction). (5) The miRNA is hsa-miR-619-3p with sequence GACCUGGACAUGUUUGUGCCCAGU. The protein sequence of the target gene is MAKQPSDVNSECDREGGQLQPAERPPQLRPGAPTSLQTESQGNPDGEGDRCPHGSPQGPLAPPASPGPFATRSPLFIFVRRSSLLSRSSSGYFSFDTDRSPAPMSCDKSTQTPSPPCQAFNHYLSAMASIRQSQEEPEDLRPEIRIAQELRRIGDEFNETYTRRAFANDYREAEDHPQMVILQLLRFIFRLVWRRH. Result: 0 (no interaction).